Dataset: Peptide-MHC class I binding affinity with 185,985 pairs from IEDB/IMGT. Task: Regression. Given a peptide amino acid sequence and an MHC pseudo amino acid sequence, predict their binding affinity value. This is MHC class I binding data. (1) The peptide sequence is LAMSNELHL. The MHC is H-2-Kb with pseudo-sequence H-2-Kb. The binding affinity (normalized) is 0.764. (2) The peptide sequence is LYKSGLFQF. The MHC is HLA-A23:01 with pseudo-sequence HLA-A23:01. The binding affinity (normalized) is 0.908.